This data is from Forward reaction prediction with 1.9M reactions from USPTO patents (1976-2016). The task is: Predict the product of the given reaction. (1) Given the reactants C([O:3][C:4](=[O:30])[CH2:5][N:6]1[CH2:12][CH:11]([C:13]2[CH:18]=[CH:17][CH:16]=[CH:15][C:14]=2[Cl:19])[C:10]2[CH:20]=[C:21]([CH3:24])[CH:22]=[CH:23][C:9]=2[CH:8]([CH2:25][CH:26]([CH3:28])[CH3:27])[C:7]1=[O:29])C.[OH-].[Na+].Cl, predict the reaction product. The product is: [Cl:19][C:14]1[CH:15]=[CH:16][CH:17]=[CH:18][C:13]=1[CH:11]1[CH2:12][N:6]([CH2:5][C:4]([OH:30])=[O:3])[C:7](=[O:29])[CH:8]([CH2:25][CH:26]([CH3:28])[CH3:27])[C:9]2[CH:23]=[CH:22][C:21]([CH3:24])=[CH:20][C:10]1=2. (2) The product is: [Cl:1][C:2]1[CH:3]=[C:4]([C:14](=[CH2:15])[C:16]([F:19])([F:18])[F:17])[CH:5]=[C:6]([Cl:9])[C:7]=1[Cl:8]. Given the reactants [Cl:1][C:2]1[CH:3]=[C:4](B(O)O)[CH:5]=[C:6]([Cl:9])[C:7]=1[Cl:8].Br[C:14]([C:16]([F:19])([F:18])[F:17])=[CH2:15], predict the reaction product. (3) The product is: [CH3:1][C:2]1[N:3]=[C:4]2[C:13]3[CH2:12][CH:11]([C:14]4[CH:19]=[CH:18][CH:17]=[CH:16][CH:15]=4)[CH2:10][CH2:9][C:8]=3[C:7]([C:20]([N:47]3[CH2:52][CH2:51][O:50][CH2:49][CH2:48]3)=[O:21])=[CH:6][N:5]2[C:23]=1[CH3:24]. Given the reactants [CH3:1][C:2]1[N:3]=[C:4]2[C:13]3[CH2:12][CH:11]([C:14]4[CH:19]=[CH:18][CH:17]=[CH:16][CH:15]=4)[CH2:10][CH2:9][C:8]=3[C:7]([C:20](O)=[O:21])=[CH:6][N:5]2[C:23]=1[CH3:24].CN(C(ON1N=NC2C=CC=CC1=2)=[N+](C)C)C.[B-](F)(F)(F)F.[NH:47]1[CH2:52][CH2:51][O:50][CH2:49][CH2:48]1.[Cl-].[NH4+], predict the reaction product. (4) Given the reactants [CH3:1][O:2][C:3](=[O:32])[C:4]1[CH:9]=[CH:8][C:7]([NH:10][C:11]([O:13][C:14]([CH3:17])([CH3:16])[CH3:15])=[O:12])=[C:6]([N:18]([CH3:31])S(C2C=CC=CC=2[N+]([O-])=O)(=O)=O)[CH:5]=1.C(=O)([O-])[O-].[K+].[K+].C1(S)C=CC=CC=1.O, predict the reaction product. The product is: [CH3:1][O:2][C:3](=[O:32])[C:4]1[CH:9]=[CH:8][C:7]([NH:10][C:11]([O:13][C:14]([CH3:16])([CH3:17])[CH3:15])=[O:12])=[C:6]([NH:18][CH3:31])[CH:5]=1. (5) Given the reactants [CH:1]1([C:4]([N:6]2[CH2:10][CH2:9][C@@H:8]([CH2:11][C:12]([NH:14][C:15]3[N:19]([CH3:20])[N:18]=[CH:17][C:16]=3[C:21]([OH:23])=[O:22])=O)[CH2:7]2)=[O:5])[CH2:3][CH2:2]1.[Cl-].ClC1N(C)CC[NH+]1C.CCN(C(C)C)C(C)C, predict the reaction product. The product is: [CH:1]1([C:4]([N:6]2[CH2:10][CH2:9][C@@H:8]([CH2:11][C:12]3[O:23][C:21](=[O:22])[CH:16]4[CH:17]=[N:18][N:19]([CH3:20])[CH:15]4[N:14]=3)[CH2:7]2)=[O:5])[CH2:2][CH2:3]1. (6) Given the reactants Cl.[CH3:2][CH:3]([CH2:8][N:9]1[CH2:14][CH2:13][CH2:12][CH2:11][CH2:10]1)[CH2:4][C:5]([OH:7])=[O:6].C1N=CN(C(N2C=NC=C2)=O)C=1.[F:27][C:28]1[C:32]([C:33]2[CH:34]=[N:35][C:36]([CH3:39])=[CH:37][CH:38]=2)=[N:31][NH:30][C:29]=1[NH2:40], predict the reaction product. The product is: [CH:5]([OH:7])=[O:6].[F:27][C:28]1[C:32]([C:33]2[CH:34]=[N:35][C:36]([CH3:39])=[CH:37][CH:38]=2)=[N:31][NH:30][C:29]=1[NH:40][C:5](=[O:7])[CH2:4][CH:3]([CH3:2])[CH2:8][N:9]1[CH2:14][CH2:13][CH2:12][CH2:11][CH2:10]1.